From a dataset of Peptide-MHC class I binding affinity with 185,985 pairs from IEDB/IMGT. Regression. Given a peptide amino acid sequence and an MHC pseudo amino acid sequence, predict their binding affinity value. This is MHC class I binding data. (1) The peptide sequence is MSRKLHRYI. The MHC is HLA-A69:01 with pseudo-sequence HLA-A69:01. The binding affinity (normalized) is 0.0847. (2) The peptide sequence is NILGGVLHT. The MHC is HLA-A02:01 with pseudo-sequence HLA-A02:01. The binding affinity (normalized) is 0.0168.